This data is from Full USPTO retrosynthesis dataset with 1.9M reactions from patents (1976-2016). The task is: Predict the reactants needed to synthesize the given product. (1) The reactants are: Cl[CH2:2][CH2:3][CH2:4][CH2:5][N:6]1[C:14]([O:15][CH3:16])=[N:13][C:12]2[C:7]1=[N:8][C:9]([O:18][C@@H:19]([CH3:23])[CH2:20][CH2:21][CH3:22])=[N:10][C:11]=2[NH2:17].C(N(CC)C(C)C)(C)C.[I-].[Na+].[O:35]1[CH2:40][CH2:39][CH:38]([NH2:41])[CH2:37][CH2:36]1. Given the product [CH3:23][C@H:19]([O:18][C:9]1[N:8]=[C:7]2[C:12]([N:13]=[C:14]([O:15][CH3:16])[N:6]2[CH2:5][CH2:4][CH2:3][CH2:2][NH:41][CH:38]2[CH2:39][CH2:40][O:35][CH2:36][CH2:37]2)=[C:11]([NH2:17])[N:10]=1)[CH2:20][CH2:21][CH3:22], predict the reactants needed to synthesize it. (2) Given the product [CH3:1][C:2]1[N:3]=[C:4]([C:9]2[CH:10]=[CH:11][C:12]([O:15][C:16]3[CH:17]=[CH:18][CH:19]=[CH:20][CH:21]=3)=[CH:13][CH:14]=2)[C:5]2[N:6]([CH:7]=1)[CH2:25][CH2:26][S:27](=[O:29])(=[O:28])[N:8]=2, predict the reactants needed to synthesize it. The reactants are: [CH3:1][C:2]1[N:3]=[C:4]([C:9]2[CH:14]=[CH:13][C:12]([O:15][C:16]3[CH:21]=[CH:20][CH:19]=[CH:18][CH:17]=3)=[CH:11][CH:10]=2)[C:5]([NH2:8])=[N:6][CH:7]=1.[H-].[Na+].Cl[CH2:25][CH2:26][S:27](Cl)(=[O:29])=[O:28].O.